The task is: Predict the reactants needed to synthesize the given product.. This data is from Full USPTO retrosynthesis dataset with 1.9M reactions from patents (1976-2016). Given the product [F:9][C:10]([F:21])([F:22])[O:11][C:12]1[CH:20]=[CH:19][C:15]([C:16]2[CH2:29][CH:28]([C:27]3[CH:30]=[CH:31][C:24]([NH2:23])=[CH:25][CH:26]=3)[O:18][N:17]=2)=[CH:14][CH:13]=1, predict the reactants needed to synthesize it. The reactants are: C1C(=O)N(Cl)C(=O)C1.[F:9][C:10]([F:22])([F:21])[O:11][C:12]1[CH:20]=[CH:19][C:15]([CH:16]=[N:17][OH:18])=[CH:14][CH:13]=1.[NH2:23][C:24]1[CH:31]=[CH:30][C:27]([CH:28]=[CH2:29])=[CH:26][CH:25]=1.C(N(CC)CC)C.